Task: Predict the reactants needed to synthesize the given product.. Dataset: Full USPTO retrosynthesis dataset with 1.9M reactions from patents (1976-2016) (1) Given the product [CH3:1][C@@H:2]1[CH2:6][CH2:5][CH2:4][N:3]1[CH2:7][CH2:8][C:9]1[CH:14]=[CH:13][C:12]([C:19]2[CH:24]=[CH:23][C:22]([CH2:25][CH2:26][OH:27])=[CH:21][CH:20]=2)=[CH:11][CH:10]=1, predict the reactants needed to synthesize it. The reactants are: [CH3:1][C@@H:2]1[CH2:6][CH2:5][CH2:4][N:3]1[CH2:7][CH2:8][C:9]1[CH:14]=[CH:13][C:12](B(O)O)=[CH:11][CH:10]=1.Br[C:19]1[CH:24]=[CH:23][C:22]([CH2:25][CH2:26][OH:27])=[CH:21][CH:20]=1.C([O-])([O-])=O.[Na+].[Na+]. (2) Given the product [F:6][C:3]([F:4])([F:5])[CH2:2][O:7][C:8]([F:22])([F:23])[C:9]([F:20])([F:21])[C:10]([F:18])([F:19])[C:11]([F:16])([F:17])[S:12]([O-:15])(=[O:14])=[O:13].[CH3:24][C:25]1[CH:26]=[C:27]([S+:33]([CH3:35])[CH3:34])[CH:28]=[C:29]([CH3:32])[C:30]=1[O:31][C:36](=[O:38])[CH3:37], predict the reactants needed to synthesize it. The reactants are: F[CH:2]([O:7][C:8]([F:23])([F:22])[C:9]([F:21])([F:20])[C:10]([F:19])([F:18])[C:11]([F:17])([F:16])[S:12]([O-:15])(=[O:14])=[O:13])[C:3]([F:6])([F:5])[F:4].[CH3:24][C:25]1[CH:26]=[C:27]([S+:33]([CH3:35])[CH3:34])[CH:28]=[C:29]([CH3:32])[C:30]=1[OH:31].[C:36](OC(=O)C)(=[O:38])[CH3:37].C(=O)([O-])[O-].[K+].[K+]. (3) Given the product [CH:7]1[CH:8]=[C:9]2[CH:10]=[CH:11][C:12]([OH:16])=[C:13]([C:13]3[C:14]4[C:9](=[CH:8][CH:7]=[CH:6][CH:15]=4)[CH:10]=[CH:11][C:12]=3[OH:16])[C:14]2=[CH:15][CH:6]=1, predict the reactants needed to synthesize it. The reactants are: C(O[C:6]1[CH:15]=[C:14]2[C:9]([CH:10]=[CH:11][C:12]([OH:16])=[CH:13]2)=[CH:8][CH:7]=1)CCC. (4) Given the product [C:18]([O:21][CH2:22][C:23]1[C:24]([N:32]2[CH2:43][CH2:42][N:41]3[C:34](=[CH:35][C:36]4[CH2:37][C:38]([CH3:45])([CH3:44])[CH2:39][C:40]=43)[C:33]2=[O:46])=[N:25][CH:26]=[CH:27][C:28]=1[C:13]1[CH:14]=[C:9]([NH:8][C:6]2[CH:5]=[CH:4][CH:3]=[C:2]([NH2:1])[N:7]=2)[C:10](=[O:17])[N:11]([CH3:16])[CH:12]=1)(=[O:20])[CH3:19], predict the reactants needed to synthesize it. The reactants are: [NH2:1][C:2]1[N:7]=[C:6]([NH:8][C:9]2[C:10](=[O:17])[N:11]([CH3:16])[CH:12]=[C:13](Br)[CH:14]=2)[CH:5]=[CH:4][CH:3]=1.[C:18]([O:21][CH2:22][C:23]1[C:24]([N:32]2[CH2:43][CH2:42][N:41]3[C:34](=[CH:35][C:36]4[CH2:37][C:38]([CH3:45])([CH3:44])[CH2:39][C:40]=43)[C:33]2=[O:46])=[N:25][CH:26]=[CH:27][C:28]=1B(O)O)(=[O:20])[CH3:19].C([O-])(=O)C.[K+].[O-]P([O-])([O-])=O.[K+].[K+].[K+]. (5) Given the product [CH2:14]([O:6][C:5](=[O:7])[C:4]1[CH:8]=[C:9]([N+:11]([O-:13])=[O:12])[CH:10]=[C:2]([NH2:1])[CH:3]=1)[CH3:15], predict the reactants needed to synthesize it. The reactants are: [NH2:1][C:2]1[CH:3]=[C:4]([CH:8]=[C:9]([N+:11]([O-:13])=[O:12])[CH:10]=1)[C:5]([OH:7])=[O:6].[CH2:14]1CCC(N=C=NC2CCCCC2)C[CH2:15]1. (6) Given the product [C:5]([O:4][C:1]1[C:22]([O:28][CH3:29])=[CH:23][C:24]2[C@@H:25]3[C@H:16]([C@H:13]4[C@@:11]([CH2:27][CH2:26]3)([CH3:12])[C:10]3([O:9][CH2:8][CH2:32][O:31]3)[CH2:15][CH2:14]4)[CH2:17][CH2:18][C:19]=2[CH:2]=1)(=[O:7])[CH3:6], predict the reactants needed to synthesize it. The reactants are: [C:1]([O:4][C:5](=[O:7])[CH3:6])(=O)[CH3:2].[CH2:8]1[CH2:32][O:31][C:10]2([CH2:15][CH2:14][C@H:13]3[C@H:16]4[C@H:25]([CH2:26][CH2:27][C@:11]23[CH3:12])[C:24]2[CH:23]=[C:22]([O:28][CH3:29])C(O)=C[C:19]=2[CH2:18][CH2:17]4)[O:9]1.N1C=CC=CC=1.